From a dataset of Forward reaction prediction with 1.9M reactions from USPTO patents (1976-2016). Predict the product of the given reaction. Given the reactants [CH2:1]([O:8][CH2:9][CH2:10][N:11]1[CH2:16][CH2:15][C:14]([CH2:18][NH:19][CH2:20][CH:21]([C:30]2[CH:39]=[CH:38][C:37]([OH:40])=[C:36]3[C:31]=2[CH:32]=[CH:33][C:34](=[O:41])[NH:35]3)[O:22][Si](C(C)(C)C)(C)C)([OH:17])[CH2:13][CH2:12]1)[C:2]1[CH:7]=[CH:6][CH:5]=[CH:4][CH:3]=1.F.F.F.C(N(CC)CC)C, predict the reaction product. The product is: [CH2:1]([O:8][CH2:9][CH2:10][N:11]1[CH2:16][CH2:15][C:14]([CH2:18][NH:19][CH2:20][CH:21]([C:30]2[CH:39]=[CH:38][C:37]([OH:40])=[C:36]3[C:31]=2[CH:32]=[CH:33][C:34](=[O:41])[NH:35]3)[OH:22])([OH:17])[CH2:13][CH2:12]1)[C:2]1[CH:3]=[CH:4][CH:5]=[CH:6][CH:7]=1.